This data is from Catalyst prediction with 721,799 reactions and 888 catalyst types from USPTO. The task is: Predict which catalyst facilitates the given reaction. (1) Reactant: CC(OI1(OC(C)=O)(OC(C)=O)OC(=O)C2C=CC=CC1=2)=O.[C:23]([O:27][C:28]([N:30]1[C@H:37]([CH2:38][OH:39])[CH2:36][C@H:35]2[C@@H:31]1[CH2:32][CH2:33][CH2:34]2)=[O:29])([CH3:26])([CH3:25])[CH3:24].O.[OH-].[Na+]. Product: [C:23]([O:27][C:28]([N:30]1[C@H:37]([CH:38]=[O:39])[CH2:36][C@H:35]2[C@@H:31]1[CH2:32][CH2:33][CH2:34]2)=[O:29])([CH3:26])([CH3:25])[CH3:24]. The catalyst class is: 158. (2) Reactant: [CH2:1]1[CH:5]2C3[CH:3]=[CH:2][CH:1](C2[CH:3]=[CH:2]1)[CH2:5]3.[CH:11]1CC=CC=1.[CH3:16][C:17]1[C:18](=[O:23])[O:19][C:20](=[O:22])[CH:21]=1. Product: [CH3:11][C:21]12[C:20](=[O:22])[O:19][C:18](=[O:23])[CH:17]1[CH:16]1[CH2:3][CH:2]2[CH:1]=[CH:5]1. The catalyst class is: 28. (3) The catalyst class is: 1. Product: [F:17][C:18]1[CH:23]=[CH:22][C:21]([O:5][CH:4]([C:6]2[CH:11]=[CH:10][C:9]([C:12]([F:15])([F:14])[F:13])=[CH:8][CH:7]=2)[C:3]([OH:2])=[O:16])=[CH:20][CH:19]=1.[F:17][C:18]1[CH:23]=[CH:22][C:21]([O:24][CH:4]([C:6]2[CH:7]=[CH:8][C:9]([C:12]([F:13])([F:14])[F:15])=[CH:10][CH:11]=2)[C:3]([NH:25][C:26]2[S:27][CH:28]=[CH:29][N:30]=2)=[O:16])=[CH:20][CH:19]=1. Reactant: C[O:2][C:3](=[O:16])[CH:4]([C:6]1[CH:11]=[CH:10][C:9]([C:12]([F:15])([F:14])[F:13])=[CH:8][CH:7]=1)[OH:5].[F:17][C:18]1[CH:23]=[CH:22][C:21]([OH:24])=[CH:20][CH:19]=1.[NH2:25][C:26]1[S:27][CH:28]=[CH:29][N:30]=1. (4) Reactant: [N:1]1([C:7]([O:9][C:10]([CH3:13])([CH3:12])[CH3:11])=[O:8])[CH2:6][CH2:5][NH:4][CH2:3][CH2:2]1.Cl.O1CCOCC1.[S-:21][C:22]#[N:23]. Product: [NH2:23][C:22]([N:4]1[CH2:5][CH2:6][N:1]([C:7]([O:9][C:10]([CH3:13])([CH3:12])[CH3:11])=[O:8])[CH2:2][CH2:3]1)=[S:21]. The catalyst class is: 20. (5) Reactant: [CH3:1][O:2][CH:3]([O:23][CH3:24])[C:4]1[CH:5]=[C:6]2[C:10](=[CH:11][CH:12]=1)[N:9]([S:13]([C:16]1[CH:21]=[CH:20][C:19]([CH3:22])=[CH:18][CH:17]=1)(=[O:15])=[O:14])[CH:8]=[CH:7]2.C([Li])CCC.CN(C)[CH:32]=[O:33].O. Product: [CH3:1][O:2][CH:3]([O:23][CH3:24])[C:4]1[CH:5]=[C:6]2[C:10](=[CH:11][CH:12]=1)[N:9]([S:13]([C:16]1[CH:21]=[CH:20][C:19]([CH3:22])=[CH:18][CH:17]=1)(=[O:15])=[O:14])[C:8]([CH:32]=[O:33])=[CH:7]2. The catalyst class is: 7. (6) Reactant: [C:1]([Mg]Br)#[CH:2].O1CCCC1.O1CCCC1.[NH2:15][C:16]1[CH:21]=[CH:20][CH:19]=[CH:18][C:17]=1[C:22](=[O:24])[CH3:23]. Product: [NH2:15][C:16]1[CH:21]=[CH:20][CH:19]=[CH:18][C:17]=1[C:22]([OH:24])([C:1]#[CH:2])[CH3:23]. The catalyst class is: 6. (7) Reactant: [NH2:1][C:2]1[CH:23]=[CH:22][C:5]([O:6][C:7]2[CH:8]=[CH:9][C:10]3[N:11]([CH:13]=[C:14]([NH:16][C:17]([CH:19]4[CH2:21][CH2:20]4)=[O:18])[N:15]=3)[CH:12]=2)=[CH:4][CH:3]=1.[CH2:24]([C:26]1[N:31]([C:32]2[CH:37]=[CH:36][C:35]([F:38])=[CH:34][CH:33]=2)[C:30](=[O:39])[C:29]([C:40](O)=[O:41])=[CH:28][CH:27]=1)[CH3:25].C(N(CC)C(C)C)(C)C.CN(C(ON1N=NC2C=CC=NC1=2)=[N+](C)C)C.F[P-](F)(F)(F)(F)F. Product: [CH:19]1([C:17]([NH:16][C:14]2[N:15]=[C:10]3[CH:9]=[CH:8][C:7]([O:6][C:5]4[CH:22]=[CH:23][C:2]([NH:1][C:40]([C:29]5[C:30](=[O:39])[N:31]([C:32]6[CH:33]=[CH:34][C:35]([F:38])=[CH:36][CH:37]=6)[C:26]([CH2:24][CH3:25])=[CH:27][CH:28]=5)=[O:41])=[CH:3][CH:4]=4)=[CH:12][N:11]3[CH:13]=2)=[O:18])[CH2:20][CH2:21]1. The catalyst class is: 9. (8) Reactant: [CH2:1]([O:3][C:4]([C:6]1[N:7]=[C:8]2[C:13]([C:14]([F:17])([F:16])[F:15])=[CH:12][C:11]([Br:18])=[CH:10][N:9]2[CH:19]=1)=[O:5])[CH3:2].[Cl:20]N1C(=O)CCC1=O. Product: [CH2:1]([O:3][C:4]([C:6]1[N:7]=[C:8]2[C:13]([C:14]([F:17])([F:15])[F:16])=[CH:12][C:11]([Br:18])=[CH:10][N:9]2[C:19]=1[Cl:20])=[O:5])[CH3:2]. The catalyst class is: 3. (9) Reactant: C[O:2][C:3](=[O:32])[CH2:4][C:5]1[CH:10]=[CH:9][C:8]([C:11]#[C:12][C:13]2[CH:22]=[C:21]([O:23][CH3:24])[C:20]3[CH:19]([N:25]([CH:27]4[CH2:29][CH2:28]4)[CH3:26])[CH2:18][CH2:17][C:16]([CH3:31])([CH3:30])[C:15]=3[CH:14]=2)=[CH:7][CH:6]=1.[OH-].[Li+]. Product: [CH:27]1([N:25]([CH3:26])[CH:19]2[CH2:18][CH2:17][C:16]([CH3:31])([CH3:30])[C:15]3[CH:14]=[C:13]([C:12]#[C:11][C:8]4[CH:7]=[CH:6][C:5]([CH2:4][C:3]([OH:32])=[O:2])=[CH:10][CH:9]=4)[CH:22]=[C:21]([O:23][CH3:24])[C:20]2=3)[CH2:28][CH2:29]1. The catalyst class is: 111.